This data is from Retrosynthesis with 50K atom-mapped reactions and 10 reaction types from USPTO. The task is: Predict the reactants needed to synthesize the given product. (1) Given the product ON=C1CCCCCCC1, predict the reactants needed to synthesize it. The reactants are: NO.O=C1CCCCCCC1. (2) Given the product Clc1ccc(-c2c3ncnc(OC4CCN(Cc5ccccc5)C4)c3nn2-c2ccccc2Cl)cc1, predict the reactants needed to synthesize it. The reactants are: Clc1ccc(-c2c3ncnc(Cl)c3nn2-c2ccccc2Cl)cc1.OC1CCN(Cc2ccccc2)C1. (3) Given the product CN(Cc1ccc(F)c2ccccc12)C(=O)/C=C/c1cnc2c(c1)CN(CCN1CCOCC1)C(=O)N2, predict the reactants needed to synthesize it. The reactants are: CNCc1ccc(F)c2ccccc12.O=C(O)/C=C/c1cnc2c(c1)CN(CCN1CCOCC1)C(=O)N2. (4) Given the product CCc1nc2c(cnn2CC)c(NC2CCOCC2)c1CNC(=O)c1cccc(N)c1, predict the reactants needed to synthesize it. The reactants are: CCc1nc2c(cnn2CC)c(NC2CCOCC2)c1CNC(=O)c1cccc(NC(=O)OC(C)(C)C)c1. (5) Given the product NC(=S)Nc1cc(Br)cc(I)c1, predict the reactants needed to synthesize it. The reactants are: O=C(NC(=S)Nc1cc(Br)cc(I)c1)c1ccccc1. (6) Given the product Cc1ccc(NCCc2ccc(C(F)(F)F)cn2)cc1OC(F)F, predict the reactants needed to synthesize it. The reactants are: Cc1ccc(I)cc1OC(F)F.NCCc1ccc(C(F)(F)F)cn1. (7) Given the product CCc1ccnc(NC(=O)c2ccc(-c3nc([C@@H]4CCCN4C(=O)/C=C/COC)n4ccnc(N)c34)cc2)c1, predict the reactants needed to synthesize it. The reactants are: CCc1ccnc(NC(=O)c2ccc(-c3nc([C@@H]4CCCN4)n4ccnc(N)c34)cc2)c1.COC/C=C/C(=O)O. (8) Given the product CCOC(=O)C1(c2ccc(-c3ccc(-c4onc(CC)c4Nc4nnc(-c5ccccc5)o4)cc3)cc2)CC1, predict the reactants needed to synthesize it. The reactants are: CCOC(=O)C1(c2ccc(B3OC(C)(C)C(C)(C)O3)cc2)CC1.CCc1noc(-c2ccc(Br)cc2)c1Nc1nnc(-c2ccccc2)o1. (9) Given the product CCCCCC(=CC=CC(=O)Oc1ccc([N+](=O)[O-])cc1)CCCCC, predict the reactants needed to synthesize it. The reactants are: CCCCCC(=CC=CC(=O)O)CCCCC.O=[N+]([O-])c1ccc(O)cc1. (10) The reactants are: COc1ccc(B(O)O)cn1.O=C(O)c1ccc(Br)s1. Given the product COc1ccc(-c2ccc(C(=O)O)s2)cn1, predict the reactants needed to synthesize it.